From a dataset of Reaction yield outcomes from USPTO patents with 853,638 reactions. Predict the reaction yield, written as a fraction of the theoretical maximum amount of product (1.0 means a 100% yield; for example, 0.34 means a 34% yield). (1) The reactants are [F:1][C:2]1[CH:3]=[CH:4][C:5]([N+:11]([O-:13])=[O:12])=[C:6]2[C:10]=1[NH:9][N:8]=[CH:7]2.CC([O-])(C)C.[Na+].Cl[CH2:21][O:22][CH3:23]. The catalyst is C1COCC1. The product is [F:1][C:2]1[C:10]2[C:6](=[CH:7][N:8]([CH2:21][O:22][CH3:23])[N:9]=2)[C:5]([N+:11]([O-:13])=[O:12])=[CH:4][CH:3]=1. The yield is 0.440. (2) The reactants are C(O[C:6]([N:8]1[CH2:13][CH2:12][CH:11]([N:14]2[CH:20]=[C:19]([C:21](=[O:27])[N:22]([CH2:25][CH3:26])[CH2:23][CH3:24])[CH2:18][CH2:17][CH2:16][CH2:15]2)[CH2:10][CH2:9]1)=[O:7])(C)(C)C.C(N(CC)C(C)C)(C)C.[CH:37]1[C:50]2[C:41](=[CH:42][C:43]3[C:48]([C:49]=2C(Cl)=O)=[CH:47][CH:46]=[CH:45][CH:44]=3)[CH:40]=[CH:39][CH:38]=1.ClCCl.CO. The catalyst is CO.[Pd].ClCCl. The product is [CH2:23]([N:22]([CH2:25][CH3:26])[C:21]([CH:19]1[CH2:18][CH2:17][CH2:16][CH2:15][N:14]([CH:11]2[CH2:10][CH2:9][N:8]([C:6]([C:42]3[C:43]4[C:48]([CH:49]=[C:50]5[C:41]=3[CH:40]=[CH:39][CH:38]=[CH:37]5)=[CH:47][CH:46]=[CH:45][CH:44]=4)=[O:7])[CH2:13][CH2:12]2)[CH2:20]1)=[O:27])[CH3:24]. The yield is 0.530. (3) The reactants are [CH2:1]([C@@H:8]1[CH2:12][O:11][C:10](=[O:13])[N:9]1[C:14](=[O:23])[CH2:15][C:16]1[CH:21]=[CH:20][C:19]([Cl:22])=[CH:18][CH:17]=1)[C:2]1[CH:7]=[CH:6][CH:5]=[CH:4][CH:3]=1.C1(C)C=CC=CC=1.CCN(C(C)C)C(C)C.[CH3:40][O:41][C:42]1[CH:59]=[C:58]([O:60][CH3:61])[CH:57]=[CH:56][C:43]=1[CH2:44][N:45]([CH2:53]OC)[C:46](=[O:52])[O:47][C:48]([CH3:51])([CH3:50])[CH3:49]. The catalyst is C(Cl)Cl.Cl[Ti](Cl)(Cl)Cl. The product is [CH3:40][O:41][C:42]1[CH:59]=[C:58]([O:60][CH3:61])[CH:57]=[CH:56][C:43]=1[CH2:44][N:45]([CH2:53][C@H:15]([C:16]1[CH:17]=[CH:18][C:19]([Cl:22])=[CH:20][CH:21]=1)[C:14]([N:9]1[C@H:8]([CH2:1][C:2]2[CH:7]=[CH:6][CH:5]=[CH:4][CH:3]=2)[CH2:12][O:11][C:10]1=[O:13])=[O:23])[C:46](=[O:52])[O:47][C:48]([CH3:51])([CH3:50])[CH3:49]. The yield is 0.735.